From a dataset of CYP2C9 inhibition data for predicting drug metabolism from PubChem BioAssay. Regression/Classification. Given a drug SMILES string, predict its absorption, distribution, metabolism, or excretion properties. Task type varies by dataset: regression for continuous measurements (e.g., permeability, clearance, half-life) or binary classification for categorical outcomes (e.g., BBB penetration, CYP inhibition). Dataset: cyp2c9_veith. (1) The compound is Cc1ccc(NC(=O)CCN2C(=O)c3ccncc3C2=O)cc1. The result is 1 (inhibitor). (2) The compound is CC(Oc1ccc(O)cc1)(P(=O)(O)O)P(=O)(O)O. The result is 0 (non-inhibitor). (3) The drug is Nc1ncnc2c1ncn2C[C@@H](O)C(=O)O. The result is 0 (non-inhibitor). (4) The molecule is O=C1C2=CC[C@H]3C(=O)N(C[C@@H]4CCCO4)C(=O)[C@@H]3[C@@H]2[C@H](O)[C@@H]2O[C@H]12. The result is 0 (non-inhibitor). (5) The molecule is c1ccc(-c2nc(NCc3cccnc3)c3ccccc3n2)cc1. The result is 1 (inhibitor). (6) The drug is COC(=O)[C@@]1(Cc2ccc(OC)cc2)[C@H]2c3cc(C(=O)N4CCCC4)n(Cc4ccc(OC)c(OC)c4)c3C[C@H]2CN1C(=O)c1ccccc1. The result is 1 (inhibitor). (7) The drug is O=C(COc1ccccc1)Nc1cc(C(F)(F)F)ccc1N1CCCC1. The result is 1 (inhibitor). (8) The molecule is COc1ccc(NC(=O)CC2C(=O)N(c3cccc(OC)c3)C(=O)N2C2CCCCC2)cc1. The result is 1 (inhibitor).